This data is from Forward reaction prediction with 1.9M reactions from USPTO patents (1976-2016). The task is: Predict the product of the given reaction. (1) Given the reactants [Cl:1][CH2:2][CH:3]1[C:7]2=[C:8]3[C:13](=[C:14]([N:16]4C(=O)C5=CC=CC=C5C4=O)[CH:15]=[C:6]2[N:5]([C:27]([C:29]2[NH:30][C:31]4[C:36]([CH:37]=2)=[CH:35][C:34]([O:38][CH2:39]C)=[C:33]([O:41][CH2:42]C)[C:32]=4[O:44][CH2:45]C)=[O:28])[CH2:4]1)[N:12]=[CH:11][CH:10]=[CH:9]3.O.NN, predict the reaction product. The product is: [NH2:16][C:14]1[CH:15]=[C:6]2[N:5]([C:27]([C:29]3[NH:30][C:31]4[C:36]([CH:37]=3)=[CH:35][C:34]([O:38][CH3:39])=[C:33]([O:41][CH3:42])[C:32]=4[O:44][CH3:45])=[O:28])[CH2:4][CH:3]([CH2:2][Cl:1])[C:7]2=[C:8]2[C:13]=1[N:12]=[CH:11][CH:10]=[CH:9]2. (2) The product is: [CH2:1]([NH:8][C:12]1[C:11]2[NH:10][C:9](=[O:21])[N:8]([CH2:1][C:2]3[CH:7]=[CH:6][CH:5]=[CH:4][CH:3]=3)[C:16]=2[CH:15]=[C:14]([CH:17]2[CH2:19][CH2:18]2)[N:13]=1)[CH:2]=[CH2:3]. Given the reactants [CH2:1]([N:8]1[C:16]2[CH:15]=[C:14]([CH:17]3[CH2:19][CH2:18]3)[N:13]=[C:12](Cl)[C:11]=2[NH:10][C:9]1=[O:21])[C:2]1[CH:7]=[CH:6][CH:5]=[CH:4][CH:3]=1.C(Cl)Cl.CO, predict the reaction product. (3) The product is: [CH3:2][O:3][C:4](=[O:9])[CH:5]([NH:6][C:22]([O:21][CH2:20][CH2:19][Si:18]([CH3:33])([CH3:32])[CH3:17])=[O:23])[CH2:7][OH:8]. Given the reactants Cl.[CH3:2][O:3][C:4](=[O:9])[C@H:5]([CH2:7][OH:8])[NH2:6].C(N(CC)CC)C.[CH3:17][Si:18]([CH3:33])([CH3:32])[CH2:19][CH2:20][O:21][C:22](=O)[O:23]N1C(=O)CCC1=O, predict the reaction product.